Dataset: Reaction yield outcomes from USPTO patents with 853,638 reactions. Task: Predict the reaction yield, written as a fraction of the theoretical maximum amount of product (1.0 means a 100% yield; for example, 0.34 means a 34% yield). (1) The reactants are [CH3:1][O:2][C:3]1[CH:4]=[CH:5][C:6]([O:30]COC)=[C:7](/[CH:9]=[CH:10]/[C:11](=[O:29])[CH2:12][C:13](=[O:28])/[CH:14]=[CH:15]/[C:16]2[CH:21]=[C:20]([O:22][CH3:23])[CH:19]=[CH:18][C:17]=2[O:24][CH2:25][O:26][CH3:27])[CH:8]=1.FC(F)(F)C(O)=O.C([O-])(O)=O.[Na+]. The catalyst is ClCCl. The product is [OH:24][C:17]1[CH:18]=[CH:19][C:20]([O:22][CH3:23])=[CH:21][C:16]=1/[CH:15]=[CH:14]/[C:13](=[O:28])[CH2:12][C:11](=[O:29])/[CH:10]=[CH:9]/[C:7]1[CH:8]=[C:3]([O:2][CH3:1])[CH:4]=[CH:5][C:6]=1[OH:30].[OH:30][C:6]1[CH:5]=[CH:4][C:3]([O:2][CH3:1])=[CH:8][C:7]=1/[CH:9]=[CH:10]/[C:11](=[O:29])[CH2:12][C:13](=[O:28])/[CH:14]=[CH:15]/[C:16]1[CH:21]=[C:20]([O:22][CH3:23])[CH:19]=[CH:18][C:17]=1[O:24][CH2:25][O:26][CH3:27]. The yield is 0.440. (2) The reactants are [CH:1]([NH:4][C@@H:5]1[CH2:10][CH2:9][C@H:8]([N:11]2[CH2:15][CH2:14][C@H:13]([CH2:16][C:17]3([C:22]4[CH:27]=[CH:26][CH:25]=[C:24]([C:28]([F:31])([F:30])[F:29])[CH:23]=4)[O:21][CH2:20][CH2:19][O:18]3)[C:12]2=[O:32])[C@H:7]([CH2:33][S:34]([C:37]2[CH:42]=[CH:41][CH:40]=[CH:39][CH:38]=2)(=[O:36])=[O:35])[CH2:6]1)([CH3:3])[CH3:2].C=O.[C:45]([BH3-])#N.[Na+]. The catalyst is CO.CCOC(C)=O. The product is [CH:1]([N:4]([CH3:45])[C@@H:5]1[CH2:10][CH2:9][C@H:8]([N:11]2[CH2:15][CH2:14][C@H:13]([CH2:16][C:17]3([C:22]4[CH:27]=[CH:26][CH:25]=[C:24]([C:28]([F:31])([F:29])[F:30])[CH:23]=4)[O:21][CH2:20][CH2:19][O:18]3)[C:12]2=[O:32])[C@H:7]([CH2:33][S:34]([C:37]2[CH:42]=[CH:41][CH:40]=[CH:39][CH:38]=2)(=[O:35])=[O:36])[CH2:6]1)([CH3:3])[CH3:2]. The yield is 0.740. (3) The reactants are [NH2:1][C:2]1[C:3]([F:22])=[CH:4][C:5]([F:21])=[C:6]([C:8]2[C:9](=[O:20])[N:10]([CH3:19])[C:11]3[C:16]([CH:17]=2)=[CH:15][N:14]=[C:13](Cl)[CH:12]=3)[CH:7]=1. The catalyst is COC1C=CC(CNC)=CC=1. The product is [NH2:1][C:2]1[C:3]([F:22])=[CH:4][C:5]([F:21])=[C:6]([C:8]2[C:9](=[O:20])[N:10]([CH3:19])[C:11]3[C:16]([CH:17]=2)=[CH:15][N:14]=[CH:13][CH:12]=3)[CH:7]=1. The yield is 0.910. (4) The reactants are [CH:1]1(B(O)O)[CH2:3][CH2:2]1.FC(F)(F)S(O[C:13]1[CH:18]=[CH:17][N:16]([C:19]2[S:20][C:21]([C:25](=[O:34])[NH:26][CH2:27][C:28]3[CH:33]=[CH:32][CH:31]=[CH:30][CH:29]=3)=[C:22]([CH3:24])[N:23]=2)[C:15](=[O:35])[CH:14]=1)(=O)=O. No catalyst specified. The product is [CH2:27]([NH:26][C:25]([C:21]1[S:20][C:19]([N:16]2[CH:17]=[CH:18][C:13]([CH:1]3[CH2:3][CH2:2]3)=[CH:14][C:15]2=[O:35])=[N:23][C:22]=1[CH3:24])=[O:34])[C:28]1[CH:33]=[CH:32][CH:31]=[CH:30][CH:29]=1. The yield is 0.540. (5) The reactants are Cl[S:2]([OH:5])(=O)=[O:3].[NH:6]([C:13]1[N:18]=[C:17]([C:19]2[N:23]([CH:24]3[CH2:27][CH2:26][CH2:25]3)[C:22]([CH3:28])=[N:21][CH:20]=2)[CH:16]=[CH:15][N:14]=1)[C:7]1[CH:12]=[CH:11][CH:10]=[CH:9][CH:8]=1.[CH:29]1([CH2:32][NH2:33])[CH2:31][CH2:30]1.Cl. The catalyst is S(Cl)(Cl)=O.CO.CCOCC. The product is [CH:24]1([N:23]2[C:19]([C:17]3[CH:16]=[CH:15][N:14]=[C:13]([NH:6][C:7]4[CH:8]=[CH:9][C:10]([S:2](=[O:5])(=[O:3])[NH:33][CH2:32][CH:29]5[CH2:31][CH2:30]5)=[CH:11][CH:12]=4)[N:18]=3)=[CH:20][N:21]=[C:22]2[CH3:28])[CH2:27][CH2:26][CH2:25]1. The yield is 0.630.